From a dataset of Peptide-MHC class I binding affinity with 185,985 pairs from IEDB/IMGT. Regression. Given a peptide amino acid sequence and an MHC pseudo amino acid sequence, predict their binding affinity value. This is MHC class I binding data. (1) The peptide sequence is SSFIMRNFLR. The MHC is HLA-A68:01 with pseudo-sequence HLA-A68:01. The binding affinity (normalized) is 0.759. (2) The peptide sequence is KLLNRVIGY. The MHC is HLA-B39:01 with pseudo-sequence HLA-B39:01. The binding affinity (normalized) is 0.0847. (3) The peptide sequence is ALGKSEFQIY. The MHC is HLA-A30:02 with pseudo-sequence HLA-A30:02. The binding affinity (normalized) is 0.